This data is from Full USPTO retrosynthesis dataset with 1.9M reactions from patents (1976-2016). The task is: Predict the reactants needed to synthesize the given product. (1) Given the product [CH:17]1([N:16]2[C:15]3[C:14]4[CH:13]=[CH:12][CH:11]=[C:10]([O:22][CH3:23])[C:9]=4[N:8]=[CH:7][C:6]=3[C:4](=[O:5])[N:34]([C:27]3[CH:28]=[CH:29][C:30]([O:32][CH3:33])=[CH:31][C:26]=3[O:25][CH3:24])[C:35]2=[O:36])[CH2:18][CH2:19][CH2:20][CH2:21]1, predict the reactants needed to synthesize it. The reactants are: C(O[C:4]([C:6]1[CH:7]=[N:8][C:9]2[C:14]([C:15]=1[NH:16][CH:17]1[CH2:21][CH2:20][CH2:19][CH2:18]1)=[CH:13][CH:12]=[CH:11][C:10]=2[O:22][CH3:23])=[O:5])C.[CH3:24][O:25][C:26]1[CH:31]=[C:30]([O:32][CH3:33])[CH:29]=[CH:28][C:27]=1[N:34]=[C:35]=[O:36]. (2) Given the product [CH2:26]([N:3]([CH2:1][CH3:2])[C:4]([C:6]1[CH:7]=[CH:8][C:9]2[CH:10]([CH:20]3[CH2:25][CH2:24][N:23]([CH2:72][C:69]4[CH:70]=[CH:71][O:67][CH:68]=4)[CH2:22][CH2:21]3)[C:11]3[C:16]([O:17][C:18]=2[CH:19]=1)=[CH:15][CH:14]=[CH:13][CH:12]=3)=[O:5])[CH3:27], predict the reactants needed to synthesize it. The reactants are: [CH2:1]([N:3]([CH2:26][CH3:27])[C:4]([C:6]1[CH:7]=[CH:8][C:9]2[CH:10]([CH:20]3[CH2:25][CH2:24][NH:23][CH2:22][CH2:21]3)[C:11]3[C:16]([O:17][C:18]=2[CH:19]=1)=[CH:15][CH:14]=[CH:13][CH:12]=3)=[O:5])[CH3:2].C(O[BH-](OC(=O)C)OC(=O)C)(=O)C.C([N+](CCCC)(CCCC)CCCC)CCC.C(N(C(C)C)CC)(C)C.[O:67]1[CH:71]=[CH:70][C:69]([CH:72]=O)=[CH:68]1.